The task is: Predict the product of the given reaction.. This data is from Forward reaction prediction with 1.9M reactions from USPTO patents (1976-2016). (1) Given the reactants Br[C:2]1[CH:7]=[CH:6][C:5]([NH:8][CH:9]2[CH2:12][N:11]([CH3:13])[CH2:10]2)=[C:4]([N+:14]([O-:16])=[O:15])[CH:3]=1.[F:17][C:18]1[CH:19]=[CH:20][C:21]2=[C:22]([CH:43]=1)[O:23][CH2:24][C:25]1[C:41]([F:42])=[CH:40][CH:39]=[CH:38][C:26]=1/[C:27]/2=[CH:28]\B1OC(C)(C)C(C)(C)O1.O1CCCC1.C[O-].[Na+], predict the reaction product. The product is: [F:17][C:18]1[CH:19]=[CH:20][C:21]2=[C:22]([CH:43]=1)[O:23][CH2:24][C:25]1[C:41]([F:42])=[CH:40][CH:39]=[CH:38][C:26]=1/[C:27]/2=[CH:28]\[C:2]1[CH:7]=[CH:6][C:5]([NH:8][CH:9]2[CH2:12][N:11]([CH3:13])[CH2:10]2)=[C:4]([N+:14]([O-:16])=[O:15])[CH:3]=1. (2) Given the reactants C1(S([CH2:9][C:10]2[CH:11]=[CH:12][N:13]3[C:18]=2[C:17]([NH:19][C:20]2[CH:21]=[C:22]4[C:26](=[CH:27][CH:28]=2)[N:25]([CH2:29][C:30]2[CH:35]=[CH:34][CH:33]=[C:32]([F:36])[CH:31]=2)[N:24]=[CH:23]4)=[N:16][CH:15]=[N:14]3)=O)C=CC=CC=1.[NH:37]1[CH2:43][CH2:42][CH2:41][NH:40][CH2:39][CH2:38]1, predict the reaction product. The product is: [N:37]1([CH2:9][C:10]2[CH:11]=[CH:12][N:13]3[C:18]=2[C:17]([NH:19][C:20]2[CH:21]=[C:22]4[C:26](=[CH:27][CH:28]=2)[N:25]([CH2:29][C:30]2[CH:35]=[CH:34][CH:33]=[C:32]([F:36])[CH:31]=2)[N:24]=[CH:23]4)=[N:16][CH:15]=[N:14]3)[CH2:43][CH2:42][CH2:41][NH:40][CH2:39][CH2:38]1. (3) Given the reactants Cl[C:2]1[N:10]=[C:9]2[C:5]([N:6]=[CH:7][N:8]2[CH:11]2[CH2:15][CH2:14][CH2:13][CH2:12]2)=[C:4]([NH:16][CH2:17][C:18]2[CH:19]=[N:20][C:21]([C:24]3[S:25][CH:26]=[CH:27][CH:28]=3)=[CH:22][CH:23]=2)[N:3]=1.[NH2:29][C@H:30]1[CH2:35][CH2:34][C@H:33]([NH2:36])[CH2:32][CH2:31]1, predict the reaction product. The product is: [NH2:29][CH:30]1[CH2:35][CH2:34][CH:33]([NH:36][C:2]2[N:10]=[C:9]3[C:5]([N:6]=[CH:7][N:8]3[CH:11]3[CH2:12][CH2:13][CH2:14][CH2:15]3)=[C:4]([NH:16][CH2:17][C:18]3[CH:19]=[N:20][C:21]([C:24]4[S:25][CH:26]=[CH:27][CH:28]=4)=[CH:22][CH:23]=3)[N:3]=2)[CH2:32][CH2:31]1. (4) Given the reactants [CH2:1]([N:3]=[C:4]=[S:5])[CH3:2].[C:6]([O:10]C)(=O)[CH2:7][SH:8].C(N(CC)CC)C.O, predict the reaction product. The product is: [CH3:2][CH2:1][N:3]1[C:4](=[S:5])[S:8][CH2:7][C:6]1=[O:10]. (5) Given the reactants [F:1][C:2]([F:8])([F:7])[S:3]([O-:6])(=[O:5])=[O:4].[CH3:9][N:10]1[C:20]2[C:15](=[CH:16][CH:17]=[CH:18][CH:19]=2)[CH:14]=[CH:13][CH2+:11]1[CH3:12].N1CCCCC1.[CH3:27][N:28]1[CH:32]=[CH:31][CH:30]=[C:29]1[CH:33]=O, predict the reaction product. The product is: [OH:6][S:3]([C:2]([F:8])([F:7])[F:1])(=[O:5])=[O:4].[CH3:9][N:10]1[C:20]2[C:15](=[CH:16][CH:17]=[CH:18][CH:19]=2)[CH:14]=[CH:13][CH:11]1[CH:12]=[CH:33][C:29]1[N:28]([CH3:27])[CH:32]=[CH:31][CH:30]=1. (6) Given the reactants Cl.[C:2]1([NH:8]N)[CH:7]=[CH:6][CH:5]=[CH:4][CH:3]=1.Cl.[CH3:11][N:12]1[CH2:17][CH2:16][C:15](=O)[CH2:14][CH2:13]1, predict the reaction product. The product is: [CH3:11][N:12]1[CH2:17][CH2:16][C:15]2[NH:8][C:2]3[CH:7]=[CH:6][CH:5]=[CH:4][C:3]=3[C:14]=2[CH2:13]1. (7) Given the reactants [OH:1][C:2]1[CH:7]=[CH:6][C:5]([C:8]([CH3:16])([CH3:15])[CH2:9][C:10]([O:12][CH2:13][CH3:14])=[O:11])=[CH:4][C:3]=1[O:17][CH2:18][CH2:19][CH2:20][O:21][CH3:22].C(N(CC)CC)C.C1C=CC(N([S:37]([C:40]([F:43])([F:42])[F:41])(=[O:39])=[O:38])[S:37]([C:40]([F:43])([F:42])[F:41])(=[O:39])=[O:38])=CC=1.[Cl-].[NH4+], predict the reaction product. The product is: [CH3:22][O:21][CH2:20][CH2:19][CH2:18][O:17][C:3]1[CH:4]=[C:5]([C:8]([CH3:16])([CH3:15])[CH2:9][C:10]([O:12][CH2:13][CH3:14])=[O:11])[CH:6]=[CH:7][C:2]=1[O:1][S:37]([C:40]([F:43])([F:42])[F:41])(=[O:39])=[O:38].